Dataset: Peptide-MHC class I binding affinity with 185,985 pairs from IEDB/IMGT. Task: Regression. Given a peptide amino acid sequence and an MHC pseudo amino acid sequence, predict their binding affinity value. This is MHC class I binding data. (1) The peptide sequence is YFENSDLNL. The MHC is HLA-B35:01 with pseudo-sequence HLA-B35:01. The binding affinity (normalized) is 0.0847. (2) The peptide sequence is FTMAHRKPTY. The MHC is HLA-A30:02 with pseudo-sequence HLA-A30:02. The binding affinity (normalized) is 0.389. (3) The peptide sequence is ETDQMDTIY. The MHC is HLA-B53:01 with pseudo-sequence HLA-B53:01. The binding affinity (normalized) is 0.213. (4) The peptide sequence is STHKLSLTK. The MHC is HLA-A02:01 with pseudo-sequence HLA-A02:01. The binding affinity (normalized) is 0. (5) The peptide sequence is KSNRIPFLY. The MHC is HLA-A02:03 with pseudo-sequence HLA-A02:03. The binding affinity (normalized) is 0.0847. (6) The peptide sequence is IGYMVKNV. The MHC is H-2-Kb with pseudo-sequence H-2-Kb. The binding affinity (normalized) is 0.868. (7) The MHC is HLA-B15:17 with pseudo-sequence HLA-B15:17. The peptide sequence is SEFWLNYTA. The binding affinity (normalized) is 0.0847.